Dataset: Forward reaction prediction with 1.9M reactions from USPTO patents (1976-2016). Task: Predict the product of the given reaction. The product is: [CH3:28][C:18]1[CH:23]=[CH:22][C:21]([S:24]([O:16][C:12]2([CH2:14][OH:15])[C:11]3=[C:10]4[C:5](=[CH:4][CH:3]=[C:2]3[F:1])[CH:6]=[CH:7][C:8](=[O:17])[N:9]4[CH2:13]2)(=[O:26])=[O:25])=[CH:20][CH:19]=1. Given the reactants [F:1][C:2]1[C:11]2[C:12]([OH:16])([CH2:14][OH:15])[CH2:13][N:9]3[C:10]=2[C:5]([CH:6]=[CH:7][C:8]3=[O:17])=[CH:4][CH:3]=1.[C:18]1([CH3:28])[CH:23]=[CH:22][C:21]([S:24](Cl)(=[O:26])=[O:25])=[CH:20][CH:19]=1.C(=O)(O)[O-].[Na+], predict the reaction product.